This data is from Drug-target binding data from BindingDB using Ki measurements. The task is: Regression. Given a target protein amino acid sequence and a drug SMILES string, predict the binding affinity score between them. We predict pKi (pKi = -log10(Ki in M); higher means stronger inhibition). Dataset: bindingdb_ki. (1) The compound is O=c1cc([C@@H]2O[C@H](COP(=O)(O)OP(=O)(O)O[C@H]3O[C@H](CO)[C@H](O)[C@H](O)[C@H]3O)[C@@H](O)[C@H]2O)[nH]c(=O)[nH]1. The target protein (P15291) has sequence MRLREPLLSGSAAMPGASLQRACRLLVAVCALHLGVTLVYYLAGRDLSRLPQLVGVSTPLQGGSNSAAAIGQSSGELRTGGARPPPPLGASSQPRPGGDSSPVVDSGPGPASNLTSVPVPHTTALSLPACPEESPLLVGPMLIEFNMPVDLELVAKQNPNVKMGGRYAPRDCVSPHKVAIIIPFRNRQEHLKYWLYYLHPVLQRQQLDYGIYVINQAGDTIFNRAKLLNVGFQEALKDYDYTCFVFSDVDLIPMNDHNAYRCFSQPRHISVAMDKFGFSLPYVQYFGGVSALSKQQFLTINGFPNNYWGWGGEDDDIFNRLVFRGMSISRPNAVVGRCRMIRHSRDKKNEPNPQRFDRIAHTKETMLSDGLNSLTYQVLDVQRYPLYTQITVDIGTPS. The pKi is 5.3. (2) The drug is C[C@@H](O)[C@H](N)C(=O)NS(=O)(=O)c1cccc(-c2ccc3c(N)ncnc3c2)c1. The target protein (Q8ZDW5) has sequence MPVITLPDGSQRHYDHAVSVLDVALDIGPGLAKACIAGRVNGELVDASDLIESDAQLAIITAKDAEGLEILRHSCAHLLGHAIKQLWPDTKMAIGPVIDNGFYYDVDIEHTLTQEDLALLEKRMHELADKDYDVIKKKVSWQEARDTFAARGEDYKVAILDENISRDDRPGLYHHEEYVDMCRGPHVPNMRFCHHFKLQKTSGAYWRGDSKNKMLQRIYGTAWGDKKQLNAYLQRLEEAAKRDHRKIGKQLDLYHMQEEAPGMVFWHNDGWTIFRELETFVRMKLKEYQYQEVKGPFMMDRVLWEKTGHWENYAEHMFTTSSENREYCIKPMNCPGHVQIFNQGLKSYRDLPLRMAEFGSCHRNEPSGALHGLMRVRGFTQDDAHVFCTEEQVRDEVNSCIKMVYDMYSTFGFEKIVVKLSTRPEKRIGSDELWTRAEDDLAAALTENGIPFDYQPGEGAFYGPKIEFTLHDCLDRAWQCGTVQLDFSLPGRLSASYIGE.... The pKi is 8.6. (3) The drug is c1cncc(OC[C@@H]2CCN2)c1. The target protein (Q9UBS5) has sequence MLLLLLLAPLFLRPPGAGGAQTPNATSEGCQIIHPPWEGGIRYRGLTRDQVKAINFLPVDYEIEYVCRGEREVVGPKVRKCLANGSWTDMDTPSRCVRICSKSYLTLENGKVFLTGGDLPALDGARVDFRCDPDFHLVGSSRSICSQGQWSTPKPHCQVNRTPHSERRAVYIGALFPMSGGWPGGQACQPAVEMALEDVNSRRDILPDYELKLIHHDSKCDPGQATKYLYELLYNDPIKIILMPGCSSVSTLVAEAARMWNLIVLSYGSSSPALSNRQRFPTFFRTHPSATLHNPTRVKLFEKWGWKKIATIQQTTEVFTSTLDDLEERVKEAGIEITFRQSFFSDPAVPVKNLKRQDARIIVGLFYETEARKVFCEVYKERLFGKKYVWFLIGWYADNWFKIYDPSINCTVDEMTEAVEGHITTEIVMLNPANTRSISNMTSQEFVEKLTKRLKRHPEETGGFQEAPLAYDAIWALALALNKTSGGGGRSGVRLEDFNY.... The pKi is 5.0. (4) The drug is COc1cc(CNC(C)c2ccccc2)cc(Br)c1OCc1ccccc1Cl. The target protein (Q9QWJ9) has sequence MERGLPLLCATLALALALAGAFRSDKCGGTIKIENPGYLTSPGYPHSYHPSEKCEWLIQAPEPYQRIMINFNPHFDLEDRDCKYDYVEVIDGENEGGRLWGKFCGKIAPSPVVSSGPFLFIKFVSDYETHGAGFSIRYEIFKRGPECSQNYTAPTGVIKSPGFPEKYPNSLECTYIIFAPKMSEIILEFESFDLEQDSNPPGGVFCRYDRLEIWDGFPEVGPHIGRYCGQKTPGRIRSSSGILSMVFYTDSAIAKEGFSANYSVLQSSISEDFKCMEALGMESGEIHSDQITASSQYGTNWSVERSRLNYPENGWTPGEDSYREWIQVDLGLLRFVTAVGTQGAISKETKKKYYVKTYRVDISSNGEDWITLKEGNKAIIFQGNTNPTDVVFGVFPKPLITRFVRIKPASWETGISMRFEVYGCKITDYPCSGMLGMVSGLISDSQITASNQGDRNWMPENIRLVTSRTGWALPPSPHPYINEWLQVDLGDEKIVRGVII.... The pKi is 5.0. (5) The small molecule is O=C1/C(=C/c2ccc3c(c2)OCO3)S/C(=N\c2ccccc2)N1Cc1ccco1. The target protein sequence is MSNIHDVVIIGSGPAAHTAAIYLGRSSLKPVMYEGFMAGGVAAGGQLTTTTIIENFPGFPNGIDGNELMMNMRTQSEKYGTTIITETIDHVDFSTQPFKLFTEEGKEVLTKSVIIATGATAKRMHVPGEDKYWQNGVSACAICDGAVPIFRNKVLMVVGGGDAAMEEALHLTKYGSKVIILHRRDAFRASKTMQERVLNHPKIEVIWNSELVELEGDGDLLNGAKIHNLVSGEYKVVPVAGLFYAIGHSPNSKFLGGQVKTADDGYILTEGPKTSVDGVFACGDVCDRVYRQAIVAAGSGCMAALSCEKWLQTH. The pKi is 4.6. (6) The small molecule is Nc1nncs1. The target protein (Q01782) has sequence MTAPTVPVALVTGAAKRLGRSIAEGLHAEGYAVCLHYHRSAAEANALSATLNARRPNSAITVQADLSNVATAPVSGADGSAPVTLFTRCAELVAACYTHWGRCDVLVNNASSFYPTPLLRNDEDGHEPCVGDREAMETATADLFGSNAIAPYFLIKAFAHRFAGTPAKHRGTNYSIINMVDAMTNQPLLGYTIYTMAKGALEGLTRSAALELAPLQIRVNGVGPGLSVLVDDMPPAVWEGHRSKVPLYQRDSSAAEVSDVVIFLCSSKAKYITGTCVKVDGGYSLTRA. The pKi is 3.4. (7) The small molecule is CC[C@H](C)[C@H](NC(=O)[C@H](CCCNC(=N)N)NC(=O)[C@H](CCCNC(=N)N)NC(=O)[C@H](CC(C)C)NC(=O)[C@H](Cc1ccccc1)NC(=O)CNC(=O)CNC(=O)[C@@H](N)Cc1ccc(O)cc1)C(=O)N[C@@H](CCCNC(=N)N)C(=O)N1CCC[C@H]1C(=O)N[C@@H](CCCCN)C(=O)N[C@@H](CC(C)C)C(=O)N[C@@H](CCCCN)C(=O)O. The target protein sequence is MDSPIQIFRGEPGPTCAPSACLPPNSSAWFPGWAEPDSNGSAGSEDAQLEPAHISPAIPVIITAVYSVVFVVGLVGNSLVMFVIIRYTKMKTATNIYIFNLALADALVTTTMPFQSTVYLMNSWPFGDVLCKIVISIDYYNMFTSIFTLTMMSVDRYIAVCHPVKALDFRTPLKAKIINICIWLLSSSVGISAIVLGGTKVREDVDVIECSLQFPDDDYSWWDLFMKICVFIFAFVIPVLIIIVCYTLMILRLKSVRLLSGSREKDRNLRRITRLVLVVVAVFVVCWTPIFIFILVEALGSTSHSTAALSSYYFCIALGYTNSSLNPILYAFLDENFKRCFRDFCFPLKMRMERQSTSRVRNTVQDPAYLRDIDGMNKPV. The pKi is 7.8. (8) The compound is CNc1nc(NC)nc(NCCCNCCCCCCCCCNCCCN)n1. The target protein sequence is MLGFDSANEFIVYVTFLFFGMSVVVVTNSIFSMPFFFIEYYKYAQGKPDAKPEDPKFWKHMFTYYSIAAFLVELVLASLMLTPIGRRISVTVRLGVGLVIPIVLVFSVMMVTIVTTTETGAKVTIMLIAIANGVAMTLCDAGNAALIAPFPTKFYSSVVWGIAVCGVVTSFFSIVIKASMGGGYHNMLIQSRIYFGLVMFMQVISCALLVLLRKNPYAQKYAAEFRYAARKGIDDKGADGDEGNGAAKGPADQDDDPHGGDDTDKGNVMTATVDPDTMKDMDQVENITTSQQMLMARVWNVFWRVWPMLFACFMVFFTTFLVYPAVYFAIKADTGDGWYLTIAAALFNLGDFLSRLCLQFKALHVSPRWVLIGTFARMLLIIPLVLCVRSIITGPWLPYILVHAWGFTYGYYGGISQIYAPRTGSLTTAGERSLAANWTIISLLGGIFVGAMFALAVNEGLPK. The pKi is 4.8. (9) The compound is O=C(Nc1ccc(Cl)c(C(F)(F)F)c1)[C@H]1CC=C[C@H]2CCN(Cc3ccccc3)C(=O)[C@@H]12. The target protein sequence is MDSPIQIFRGEPGPTCAPSACLPPNSSAWFPGWAEPDSNGSAGSEDAQLEPAHISPAIPVIITAVYSVVFVVGLVGNSLVMFVIIRYTKMKTATNIYIFNLALADALVTTTMPFQSTVYLMNSWPFGDVLCKIVISIDYYNMFTSIFTLTMMSVDRYIAVCHPVKALDFRTPLKAKIINICIWLLSSSVGISAIVLGGTKVREDVDVIECSLQFPDDDYSWWDLFMKICVFIFAFVIPVLIIIVCYTLMILRLKSVRLLSGSREKDRNLRRITRLVLVVVAVFVVCWTPIAIFILVEALGSTSHSTAALSSYYFCIALGYTNSSLNPILYAFLDENFKRCFRDFCFPLKMRMERQSTSRVRNTVQDPAYLRDIDGMNKPV. The pKi is 6.4.